From a dataset of Forward reaction prediction with 1.9M reactions from USPTO patents (1976-2016). Predict the product of the given reaction. (1) Given the reactants [C:1]1([CH2:7][OH:8])[CH:6]=[CH:5][CH:4]=[CH:3][CH:2]=1.[H-].[Na+].[Cl:11][C:12]1[C:17]([NH2:18])=[C:16](Cl)[N:15]=[C:14]([S:20][CH3:21])[N:13]=1, predict the reaction product. The product is: [CH2:7]([O:8][C:16]1[C:17]([NH2:18])=[C:12]([Cl:11])[N:13]=[C:14]([S:20][CH3:21])[N:15]=1)[C:1]1[CH:6]=[CH:5][CH:4]=[CH:3][CH:2]=1. (2) Given the reactants [NH2:1][C:2]1[CH:7]=[CH:6][C:5]([OH:8])=[CH:4][C:3]=1[Cl:9].CC(C)([O-])C.[K+].[CH3:16][NH:17][C:18]([C:20]1[CH:25]=[C:24](Cl)[CH:23]=[CH:22][N:21]=1)=[O:19], predict the reaction product. The product is: [CH3:16][NH:17][C:18]([C:20]1[CH:25]=[C:24]([O:8][C:5]2[CH:6]=[CH:7][C:2]([NH2:1])=[C:3]([Cl:9])[CH:4]=2)[CH:23]=[CH:22][N:21]=1)=[O:19]. (3) Given the reactants [O:1]=[C:2]1[N:6]([C:7]2[CH:12]=[CH:11][C:10]([N:13]3[CH2:18][CH2:17][O:16][CH2:15][C:14]3=[O:19])=[CH:9][CH:8]=2)[CH2:5][C@H:4]([CH2:20][N:21]2C(=O)C3C(=CC=CC=3)C2=O)[O:3]1.C(Cl)(Cl)=O.C(N1C=CN=C1)(N1C=CN=C1)=O, predict the reaction product. The product is: [NH2:21][CH2:20][C@@H:4]1[O:3][C:2](=[O:1])[N:6]([C:7]2[CH:12]=[CH:11][C:10]([N:13]3[CH2:18][CH2:17][O:16][CH2:15][C:14]3=[O:19])=[CH:9][CH:8]=2)[CH2:5]1. (4) Given the reactants [OH:1][C@H:2]([CH3:15])[CH2:3][N:4]1[C:9](=[O:10])[CH:8]=[CH:7][C:6]([C:11]([O:13]C)=[O:12])=[CH:5]1.[OH-].[Na+].Cl, predict the reaction product. The product is: [OH:1][C@H:2]([CH3:15])[CH2:3][N:4]1[C:9](=[O:10])[CH:8]=[CH:7][C:6]([C:11]([OH:13])=[O:12])=[CH:5]1. (5) Given the reactants C([O:3]C1C=CC(F)=C(F)C=1CCN)C.[CH2:15]([O:17][C:18]1[CH:36]=[CH:35][C:34]([F:37])=[C:33]([F:38])[C:19]=1[CH2:20][CH2:21][NH:22][C:23]([NH:25][C:26]1[CH:31]=[CH:30][C:29]([Br:32])=[CH:28][N:27]=1)=S)[CH3:16].C1C(=O)N(Br)C(=O)C1, predict the reaction product. The product is: [CH2:15]([O:17][C:18]1[CH:36]=[CH:35][C:34]([F:37])=[C:33]([F:38])[C:19]=1[CH2:20][CH2:21][NH:22][C:23]([NH:25][C:26]1[CH:31]=[CH:30][C:29]([Br:32])=[CH:28][N:27]=1)=[O:3])[CH3:16]. (6) Given the reactants [C:1]1([CH2:7][C@H:8]([C@@H:11]([CH2:15][CH2:16][CH2:17][CH3:18])[C@@H:12]([OH:14])[CH3:13])[CH:9]=[CH2:10])[CH:6]=[CH:5][CH:4]=[CH:3][CH:2]=1.CCN(CC)CC.[C:26](OC(=O)C)(=[O:28])[CH3:27], predict the reaction product. The product is: [C:26]([O:14][C@H:12]([C@@H:11]([C@H:8]([CH:9]=[CH2:10])[CH2:7][C:1]1[CH:6]=[CH:5][CH:4]=[CH:3][CH:2]=1)[CH2:15][CH2:16][CH2:17][CH3:18])[CH3:13])(=[O:28])[CH3:27]. (7) Given the reactants [CH2:1]([N:8]1[C:16]2[C:11](=[C:12]([NH:17][C:18]3[CH:27]=[CH:26][C:25]([Cl:28])=[CH:24][C:19]=3[C:20]([O:22]C)=[O:21])[CH:13]=[CH:14][CH:15]=2)[CH:10]=[CH:9]1)[C:2]1[CH:7]=[CH:6][CH:5]=[CH:4][CH:3]=1.[OH-].[Na+].O.Cl, predict the reaction product. The product is: [CH2:1]([N:8]1[C:16]2[C:11](=[C:12]([NH:17][C:18]3[CH:27]=[CH:26][C:25]([Cl:28])=[CH:24][C:19]=3[C:20]([OH:22])=[O:21])[CH:13]=[CH:14][CH:15]=2)[CH:10]=[CH:9]1)[C:2]1[CH:3]=[CH:4][CH:5]=[CH:6][CH:7]=1.